From a dataset of Catalyst prediction with 721,799 reactions and 888 catalyst types from USPTO. Predict which catalyst facilitates the given reaction. (1) Reactant: [C:1]([O:5][C:6]([NH:8][CH2:9][C:10]1[CH:32]=[CH:31][C:13]([C:14]([NH:16][CH2:17][C:18]2[CH:30]=[CH:29][C:21]([O:22][CH2:23][C:24]([O:26]CC)=[O:25])=[CH:20][CH:19]=2)=[O:15])=[CH:12][CH:11]=1)=[O:7])([CH3:4])([CH3:3])[CH3:2].O.[OH-].[Li+]. Product: [C:1]([O:5][C:6]([NH:8][CH2:9][C:10]1[CH:32]=[CH:31][C:13]([C:14]([NH:16][CH2:17][C:18]2[CH:19]=[CH:20][C:21]([O:22][CH2:23][C:24]([OH:26])=[O:25])=[CH:29][CH:30]=2)=[O:15])=[CH:12][CH:11]=1)=[O:7])([CH3:4])([CH3:2])[CH3:3]. The catalyst class is: 20. (2) Reactant: [CH3:1][O:2][C:3]1[CH:12]=[CH:11][CH:10]=[C:9]2[C:4]=1[CH2:5][CH:6]([NH2:13])[CH2:7][O:8]2.Br[CH2:15][CH2:16][CH2:17][C:18]1[C:26]2[C:21](=[CH:22][CH:23]=[C:24]([F:27])[CH:25]=2)[NH:20][CH:19]=1.C(N(CC)CC)C.C(Cl)Cl.CO. Product: [F:27][C:24]1[CH:25]=[C:26]2[C:21](=[CH:22][CH:23]=1)[NH:20][CH:19]=[C:18]2[CH2:17][CH2:16][CH2:15][NH:13][CH:6]1[CH2:5][C:4]2[C:9](=[CH:10][CH:11]=[CH:12][C:3]=2[O:2][CH3:1])[O:8][CH2:7]1. The catalyst class is: 16. (3) Reactant: [CH:1]1([C:4]([N:6]2[CH2:11][CH2:10][N:9]([C:12]([C@H:14]3[CH2:19][CH2:18][C@H:17]([CH2:20][NH:21][CH2:22][C:23]4[CH:28]=[CH:27][CH:26]=[CH:25][C:24]=4[N+:29]([O-])=O)[CH2:16][CH2:15]3)=[O:13])[CH2:8][CH2:7]2)=[O:5])[CH2:3][CH2:2]1.[F-].[K+].C([SiH](CC)CC)C. Product: [NH2:29][C:24]1[CH:25]=[CH:26][CH:27]=[CH:28][C:23]=1[CH2:22][NH:21][CH2:20][C@H:17]1[CH2:16][CH2:15][C@H:14]([C:12]([N:9]2[CH2:10][CH2:11][N:6]([C:4]([CH:1]3[CH2:3][CH2:2]3)=[O:5])[CH2:7][CH2:8]2)=[O:13])[CH2:19][CH2:18]1. The catalyst class is: 318. (4) Reactant: [Br:1][C:2]1[CH:7]=[CH:6][C:5]([CH3:8])=[C:4](F)[CH:3]=1.C(S)[CH2:11][S:12]([O-])(=O)=O.[Na+].C([O-])(O)=O.[Na+]. Product: [Br:1][C:2]1[CH:7]=[CH:6][C:5]([CH3:8])=[C:4]([S:12][CH3:11])[CH:3]=1. The catalyst class is: 3. (5) Reactant: [F:1][C:2]1[C:3]([C:9]([OH:11])=[O:10])=[N:4][CH:5]=[C:6]([F:8])[CH:7]=1.Cl.[CH3:13]O. Product: [CH3:13][O:10][C:9]([C:3]1[C:2]([F:1])=[CH:7][C:6]([F:8])=[CH:5][N:4]=1)=[O:11]. The catalyst class is: 12. (6) Reactant: C[O:2][C:3]1[N:8]=[CH:7][C:6]([C:9]2[C:14]([CH3:15])=[CH:13][CH:12]=[C:11]([NH:16][C:17]([C:19]3([C:22]4[CH:27]=[CH:26][CH:25]=[C:24]([O:28][CH3:29])[CH:23]=4)[CH2:21][CH2:20]3)=[O:18])[N:10]=2)=[CH:5][C:4]=1[CH3:30].[Si](I)(C)(C)C. Product: [CH3:29][O:28][C:24]1[CH:23]=[C:22]([C:19]2([C:17]([NH:16][C:11]3[CH:12]=[CH:13][C:14]([CH3:15])=[C:9]([C:6]4[CH:5]=[C:4]([CH3:30])[C:3](=[O:2])[NH:8][CH:7]=4)[N:10]=3)=[O:18])[CH2:20][CH2:21]2)[CH:27]=[CH:26][CH:25]=1. The catalyst class is: 245. (7) Reactant: C([O:8][NH:9][C:10](=[O:33])[C:11]([N:17]([C:19]([C:21]1[CH:26]=[CH:25][C:24]([C:27]2[CH:32]=[CH:31][CH:30]=[CH:29][CH:28]=2)=[CH:23][CH:22]=1)=[O:20])[CH3:18])([CH3:16])[C:12]([NH:14][CH3:15])=[O:13])C1C=CC=CC=1.[H][H]. Product: [C:24]1([C:27]2[CH:28]=[CH:29][CH:30]=[CH:31][CH:32]=2)[CH:23]=[CH:22][C:21]([C:19]([N:17]([CH3:18])[C:11]([CH3:16])([C:12]([NH:14][CH3:15])=[O:13])[C:10]([NH:9][OH:8])=[O:33])=[O:20])=[CH:26][CH:25]=1. The catalyst class is: 43.